From a dataset of Forward reaction prediction with 1.9M reactions from USPTO patents (1976-2016). Predict the product of the given reaction. (1) Given the reactants [H-].[Na+].[I-].[CH3:4][S+](C)(C)=O.[F:9][C:10]1[CH:15]=[CH:14][C:13](/[CH:16]=[CH:17]/[C:18]([N:20]([O:22][CH3:23])[CH3:21])=[O:19])=[CH:12][CH:11]=1, predict the reaction product. The product is: [F:9][C:10]1[CH:11]=[CH:12][C:13]([C@@H:16]2[CH2:4][C@H:17]2[C:18]([N:20]([O:22][CH3:23])[CH3:21])=[O:19])=[CH:14][CH:15]=1. (2) The product is: [F:15][C:16]1[CH:17]=[CH:18][C:19]2[N:20]([N:22]=[C:23]([C:37]3[CH:38]=[CH:39][CH:40]=[CH:41][CH:42]=3)[C:24]=2[CH2:25][C:26]2[N:31]=[C:30]([C:32]([O:34][CH3:35])=[O:33])[CH:29]=[CH:28][CH:27]=2)[CH:21]=1. Given the reactants C([SiH](CC)CC)C.FC(F)(F)C(O)=O.[F:15][C:16]1[CH:17]=[CH:18][C:19]2[N:20]([N:22]=[C:23]([C:37]3[CH:42]=[CH:41][CH:40]=[CH:39][CH:38]=3)[C:24]=2[CH:25](O)[C:26]2[N:31]=[C:30]([C:32]([O:34][CH3:35])=[O:33])[CH:29]=[CH:28][CH:27]=2)[CH:21]=1.C(=O)(O)[O-].[Na+], predict the reaction product. (3) Given the reactants [CH2:1]([CH:5]1[CH2:10][CH2:9][CH:8]([C:11]([O:13][C:14]2[CH:19]=[CH:18][C:17](/[CH:20]=[CH:21]/[C:22]([O:24][CH2:25][CH2:26][C:27]3[CH:32]=[CH:31][C:30]([N+:33]([O-])=O)=[CH:29][C:28]=3[N+:36]([O-])=O)=[O:23])=[CH:16][CH:15]=2)=[O:12])[CH2:7][CH2:6]1)[CH2:2][CH2:3][CH3:4].CCCCCC, predict the reaction product. The product is: [CH2:1]([CH:5]1[CH2:6][CH2:7][CH:8]([C:11]([O:13][C:14]2[CH:19]=[CH:18][C:17](/[CH:20]=[CH:21]/[C:22]([O:24][CH2:25][CH2:26][C:27]3[CH:32]=[CH:31][C:30]([NH2:33])=[CH:29][C:28]=3[NH2:36])=[O:23])=[CH:16][CH:15]=2)=[O:12])[CH2:9][CH2:10]1)[CH2:2][CH2:3][CH3:4]. (4) Given the reactants [OH:1][C:2]1[C:11]2[C:6](=[N:7][CH:8]=[CH:9][CH:10]=2)[N:5]([C:12]2[CH:17]=[CH:16][CH:15]=[CH:14][CH:13]=2)[C:4](=[O:18])[CH:3]=1.[H-].[Na+].[H][H].[CH3:23][O:24][CH2:25][C:26](Cl)=[O:27].Cl, predict the reaction product. The product is: [CH3:23][O:24][CH2:25][C:26]([O:1][C:2]1[C:11]2[C:6](=[N:7][CH:8]=[CH:9][CH:10]=2)[N:5]([C:12]2[CH:13]=[CH:14][CH:15]=[CH:16][CH:17]=2)[C:4](=[O:18])[CH:3]=1)=[O:27]. (5) Given the reactants [Cl:1][C:2]1[N:10]=[C:9]([CH3:11])[CH:8]=[CH:7][C:3]=1[C:4]([OH:6])=O.[CH3:12][CH2:13][CH2:14][CH:15]([NH2:19])[CH2:16][CH2:17][CH3:18], predict the reaction product. The product is: [Cl:1][C:2]1[N:10]=[C:9]([CH3:11])[CH:8]=[CH:7][C:3]=1[C:4]([NH:19][CH:15]([CH2:16][CH2:17][CH3:18])[CH2:14][CH2:13][CH3:12])=[O:6]. (6) Given the reactants [N:1]12[CH2:8][CH2:7][CH:4]([CH2:5][CH2:6]1)[CH:3]([NH2:9])[CH2:2]2.C1N=CN([C:15](N2C=NC=C2)=[O:16])C=1.[Br:22][C:23]1[CH:24]=[C:25]([C:29]([NH2:32])([CH3:31])[CH3:30])[CH:26]=[CH:27][CH:28]=1, predict the reaction product. The product is: [N:1]12[CH2:8][CH2:7][CH:4]([CH2:5][CH2:6]1)[CH:3]([NH:9][C:15]([NH:32][C:29]([C:25]1[CH:26]=[CH:27][CH:28]=[C:23]([Br:22])[CH:24]=1)([CH3:30])[CH3:31])=[O:16])[CH2:2]2. (7) Given the reactants [NH:1]1[CH2:6][CH2:5][C:4]2([O:11][C:10]3[C:12]4[C:17]([C:18](=[O:21])[C:19](=[O:20])[C:9]=3[S:8][CH2:7]2)=[CH:16][CH:15]=[CH:14][CH:13]=4)[CH2:3][CH2:2]1.[Cl:22][C:23]1[CH:28]=[C:27](Cl)[N:26]=[CH:25][N:24]=1, predict the reaction product. The product is: [Cl:22][C:23]1[N:24]=[CH:25][N:26]=[C:27]([N:1]2[CH2:2][CH2:3][C:4]3([O:11][C:10]4[C:12]5[C:17]([C:18](=[O:21])[C:19](=[O:20])[C:9]=4[S:8][CH2:7]3)=[CH:16][CH:15]=[CH:14][CH:13]=5)[CH2:5][CH2:6]2)[CH:28]=1. (8) Given the reactants [Br:1][C:2]1[CH:3]=[CH:4][C:5]2[N:6]([CH:8]=[C:9]([C:11]3[CH:16]=[CH:15][C:14]([OH:17])=[CH:13][CH:12]=3)[N:10]=2)[CH:7]=1.C(=O)([O-])[O-].[K+].[K+].Br[CH2:25][CH2:26][CH2:27][OH:28], predict the reaction product. The product is: [Br:1][C:2]1[CH:3]=[CH:4][C:5]2[N:6]([CH:8]=[C:9]([C:11]3[CH:16]=[CH:15][C:14]([O:17][CH2:25][CH2:26][CH2:27][OH:28])=[CH:13][CH:12]=3)[N:10]=2)[CH:7]=1. (9) Given the reactants COC(=O)[NH:4][CH:5]([C:9]([N:11]1[CH2:15][CH2:14][CH2:13][CH:12]1[C:16]1[NH:17][C:18]([C:21]2[CH:26]=[CH:25][C:24](Br)=[CH:23][CH:22]=2)=[CH:19][N:20]=1)=[O:10])[CH:6]([CH3:8])[CH3:7].[CH3:29][O:30][C:31](=[O:70])[NH:32][CH:33]([C:37]([N:39]1[CH:44]([C:45]2[NH:46][C:47]([C:50]3[CH:59]=[CH:58][C:57]4[C:52](=[CH:53][CH:54]=[C:55](B5OC(C)(C)C(C)(C)O5)[CH:56]=4)[CH:51]=3)=[CH:48][N:49]=2)[CH:43]2[CH2:69][CH:40]1[CH2:41][CH2:42]2)=[O:38])[CH:34]([CH3:36])[CH3:35].[C:71]([O-:74])([OH:73])=O.[Na+].[CH3:76]OCCOC, predict the reaction product. The product is: [CH3:29][O:30][C:31](=[O:70])[NH:32][CH:33]([C:37]([N:39]1[CH:44]([C:45]2[NH:46][C:47]([C:50]3[CH:59]=[CH:58][C:57]4[C:52](=[CH:53][CH:54]=[C:55]([C:24]5[CH:23]=[CH:22][C:21]([C:18]6[NH:17][C:16]([CH:12]7[CH2:13][CH2:14][CH2:15][N:11]7[C:9](=[O:10])[CH:5]([NH:4][C:71]([O:74][CH3:76])=[O:73])[CH:6]([CH3:7])[CH3:8])=[N:20][CH:19]=6)=[CH:26][CH:25]=5)[CH:56]=4)[CH:51]=3)=[CH:48][N:49]=2)[CH:43]2[CH2:69][CH:40]1[CH2:41][CH2:42]2)=[O:38])[CH:34]([CH3:35])[CH3:36].